Dataset: Forward reaction prediction with 1.9M reactions from USPTO patents (1976-2016). Task: Predict the product of the given reaction. (1) Given the reactants [C:1]([NH2:5])(=[O:4])[C:2]#[CH:3].[F:6][C:7]1[CH:12]=[CH:11][C:10]([C:13]([F:16])([F:15])[F:14])=[CH:9][C:8]=1[NH:17][C:18]([NH:20][C:21]1[CH:26]=[CH:25][CH:24]=[C:23](I)[CH:22]=1)=[O:19].C(N(CC)CC)C, predict the reaction product. The product is: [F:6][C:7]1[CH:12]=[CH:11][C:10]([C:13]([F:16])([F:15])[F:14])=[CH:9][C:8]=1[NH:17][C:18]([NH:20][C:21]1[CH:22]=[C:23]([C:3]#[C:2][C:1]([NH2:5])=[O:4])[CH:24]=[CH:25][CH:26]=1)=[O:19]. (2) The product is: [CH3:20][O:19][C:17](/[CH:16]=[CH:15]/[C:6]1[CH:7]=[C:8]([CH:12]([CH3:14])[CH3:13])[C:9]([OH:10])=[C:4]([CH:1]([CH3:3])[CH3:2])[CH:5]=1)=[O:18]. Given the reactants [CH:1]([C:4]1[CH:5]=[C:6]([CH:15]=[CH:16][C:17]([O:19][CH3:20])=[O:18])[CH:7]=[C:8]([CH:12]([CH3:14])[CH3:13])[C:9]=1[O:10]C)([CH3:3])[CH3:2].C(C1C=C(C=C(C(C)C)C=1OC)C=O)(C)C.C1C=CC(P(C2C=CC=CC=2)C2C=CC=CC=2)=CC=1.CCCCCC, predict the reaction product. (3) Given the reactants [F:1][C:2]([F:37])([F:36])[C:3]1[CH:4]=[C:5]([CH:29]=[C:30]([C:32]([F:35])([F:34])[F:33])[CH:31]=1)[CH2:6][N:7]1[CH2:14][CH2:13][CH2:12][O:11][C:10]2[N:15]=[C:16](Cl)[CH:17]=[C:18]([C:19]3[CH:24]=[CH:23][CH:22]=[CH:21][C:20]=3[O:25][CH3:26])[C:9]=2[C:8]1=[O:28].[N:38]1([CH:43]2[CH2:48][CH2:47][NH:46][CH2:45][CH2:44]2)[CH2:42][CH2:41][CH2:40][CH2:39]1, predict the reaction product. The product is: [F:1][C:2]([F:37])([F:36])[C:3]1[CH:4]=[C:5]([CH:29]=[C:30]([C:32]([F:35])([F:34])[F:33])[CH:31]=1)[CH2:6][N:7]1[CH2:14][CH2:13][CH2:12][O:11][C:10]2[N:15]=[C:16]([N:46]3[CH2:47][CH2:48][CH:43]([N:38]4[CH2:42][CH2:41][CH2:40][CH2:39]4)[CH2:44][CH2:45]3)[CH:17]=[C:18]([C:19]3[CH:24]=[CH:23][CH:22]=[CH:21][C:20]=3[O:25][CH3:26])[C:9]=2[C:8]1=[O:28]. (4) Given the reactants Br[C:2]1[CH:24]=[C:23]([F:25])[C:22]([F:26])=[CH:21][C:3]=1[O:4][CH2:5][C:6]([N:8]([CH:18]([CH3:20])[CH3:19])[NH:9][C:10](=[O:17])[C:11]1[CH:16]=[CH:15][CH:14]=[CH:13][CH:12]=1)=[O:7].C([O-])([O-])=O.[Na+].[Na+].[F:33][C:34]([F:46])([F:45])[O:35][C:36]1[CH:41]=[CH:40][CH:39]=[CH:38][C:37]=1B(O)O, predict the reaction product. The product is: [F:26][C:22]1[C:23]([F:25])=[CH:24][C:2]([C:37]2[CH:38]=[CH:39][CH:40]=[CH:41][C:36]=2[O:35][C:34]([F:33])([F:46])[F:45])=[C:3]([O:4][CH2:5][C:6]([N:8]([CH:18]([CH3:20])[CH3:19])[NH:9][C:10](=[O:17])[C:11]2[CH:16]=[CH:15][CH:14]=[CH:13][CH:12]=2)=[O:7])[CH:21]=1. (5) Given the reactants CN[C@H:3]1[CH2:8][CH2:7][C@H:6]([OH:9])[CH2:5][CH2:4]1.[C:10](O[C:10]([O:12][C:13]([CH3:16])([CH3:15])[CH3:14])=[O:11])([O:12][C:13]([CH3:16])([CH3:15])[CH3:14])=[O:11].[C:25](#[N:27])C, predict the reaction product. The product is: [OH:9][C@H:6]1[CH2:5][CH2:4][C@H:3]([CH2:25][NH:27][C:10](=[O:11])[O:12][C:13]([CH3:16])([CH3:15])[CH3:14])[CH2:8][CH2:7]1. (6) Given the reactants [Br:1][C:2]1[CH:7]=[CH:6][C:5]([N:8]2[CH:12]([C:13]3[CH:18]=[CH:17][CH:16]=[C:15]([O:19][C:20]([F:23])([F:22])[F:21])[CH:14]=3)[CH2:11][C:10](=O)[C:9]2=[O:25])=[CH:4][CH:3]=1.[CH3:26][C@@H:27]([NH2:34])[C:28]1[CH:33]=[CH:32][CH:31]=[CH:30][CH:29]=1, predict the reaction product. The product is: [Br:1][C:2]1[CH:7]=[CH:6][C:5]([N:8]2[C@H:12]([C:13]3[CH:18]=[CH:17][CH:16]=[C:15]([O:19][C:20]([F:23])([F:21])[F:22])[CH:14]=3)[CH:11]=[C:10]([NH:34][C@@H:27]([C:28]3[CH:33]=[CH:32][CH:31]=[CH:30][CH:29]=3)[CH3:26])[C:9]2=[O:25])=[CH:4][CH:3]=1. (7) Given the reactants [Cl:1][C:2]1[N:7]=[C:6](Cl)[CH:5]=[CH:4][N:3]=1.[N:9]1[CH:14]=[CH:13][CH:12]=[C:11](B(O)O)[CH:10]=1.C(=O)([O-])[O-].[Na+].[Na+], predict the reaction product. The product is: [Cl:1][C:2]1[N:7]=[C:6]([C:11]2[CH:10]=[N:9][CH:14]=[CH:13][CH:12]=2)[CH:5]=[CH:4][N:3]=1.